This data is from Reaction yield outcomes from USPTO patents with 853,638 reactions. The task is: Predict the reaction yield, written as a fraction of the theoretical maximum amount of product (1.0 means a 100% yield; for example, 0.34 means a 34% yield). (1) The reactants are [C:1]1([P:7]([C:17]2[CH:22]=[CH:21][CH:20]=[CH:19][CH:18]=2)[C:8]2[CH:16]=[CH:15][CH:14]=[CH:13][C:9]=2[C:10]([OH:12])=[O:11])[CH:6]=[CH:5][CH:4]=[CH:3][CH:2]=1.[CH2:23](O)[CH3:24].C(N=C=NC(C)C)(C)C. The catalyst is CN(C)C1C=CN=CC=1.C(Cl)Cl. The product is [C:1]1([P:7]([C:17]2[CH:22]=[CH:21][CH:20]=[CH:19][CH:18]=2)[C:8]2[CH:16]=[CH:15][CH:14]=[CH:13][C:9]=2[C:10]([O:12][CH2:23][CH3:24])=[O:11])[CH:2]=[CH:3][CH:4]=[CH:5][CH:6]=1. The yield is 0.810. (2) The reactants are C[O:2][C:3]([C:5]1[CH:10]=[CH:9][CH:8]=[C:7]([O:11][CH3:12])[N:6]=1)=O.[BH4-].[Na+]. The catalyst is CO. The product is [CH3:12][O:11][C:7]1[N:6]=[C:5]([CH2:3][OH:2])[CH:10]=[CH:9][CH:8]=1. The yield is 0.300. (3) The reactants are [NH2:1][CH2:2][C:3]1([OH:16])[CH2:8][CH2:7][N:6]([C:9]([O:11][C:12]([CH3:15])([CH3:14])[CH3:13])=[O:10])[CH2:5][CH2:4]1.C(N(CC)CC)C.Cl[C:25]1[C:34]2[C:29](=[CH:30][CH:31]=[CH:32][CH:33]=2)[N:28]=[CH:27][C:26]=1[N+:35]([O-:37])=[O:36]. The catalyst is ClCCl. The product is [OH:16][C:3]1([CH2:2][NH:1][C:25]2[C:34]3[C:29](=[CH:30][CH:31]=[CH:32][CH:33]=3)[N:28]=[CH:27][C:26]=2[N+:35]([O-:37])=[O:36])[CH2:4][CH2:5][N:6]([C:9]([O:11][C:12]([CH3:13])([CH3:15])[CH3:14])=[O:10])[CH2:7][CH2:8]1. The yield is 0.820. (4) The yield is 0.740. The product is [N:16]1[CH:17]=[CH:18][CH:19]=[CH:20][C:15]=1[C:13]([NH:12][C:4]12[CH2:10][CH:8]3[CH2:7][CH:6]([CH2:11][C:2]([NH:1][C:28]([C:26]4[CH:25]=[N:24][CH:23]=[C:22]([CH3:21])[N:27]=4)=[O:29])([CH2:9]3)[CH2:3]1)[CH2:5]2)=[O:14]. The catalyst is C(Cl)Cl. The reactants are [NH2:1][C:2]12[CH2:11][CH:6]3[CH2:7][CH:8]([CH2:10][C:4]([NH:12][C:13]([C:15]4[CH:20]=[CH:19][CH:18]=[CH:17][N:16]=4)=[O:14])([CH2:5]3)[CH2:3]1)[CH2:9]2.[CH3:21][C:22]1[N:27]=[C:26]([C:28](O)=[O:29])[CH:25]=[N:24][CH:23]=1.C1CN([P+](ON2N=NC3C=CC=CC2=3)(N2CCCC2)N2CCCC2)CC1.F[P-](F)(F)(F)(F)F.C(N(CC)CC)C.C(=O)(O)[O-].[Na+]. (5) The reactants are [Cl:1][C:2]1[CH:3]=[C:4]([CH:6]=[CH:7][C:8]=1[C:9]1[N:13]([CH3:14])[N:12]=[CH:11][N:10]=1)[NH2:5].[C:15](N1C=CN=C1)(N1C=CN=C1)=[S:16]. The catalyst is C(Cl)Cl. The product is [Cl:1][C:2]1[CH:3]=[C:4]([N:5]=[C:15]=[S:16])[CH:6]=[CH:7][C:8]=1[C:9]1[N:13]([CH3:14])[N:12]=[CH:11][N:10]=1. The yield is 0.550. (6) The reactants are [C:1]([C:3]1[CH:4]=[CH:5][C:6]([O:13][CH3:14])=[C:7]([CH:12]=1)[C:8]([O:10]C)=[O:9])#[N:2].[OH-:15].[Na+].Cl. The catalyst is CS(C)=O.O. The product is [CH3:14][O:13][C:6]1[C:7]([C:8]([OH:10])=[O:9])=[CH:12][C:3]([C:1]([NH2:2])=[O:15])=[CH:4][CH:5]=1. The yield is 0.630. (7) The reactants are CS(O[CH2:6][C@H:7]([NH:9][C:10]1[CH:15]=[C:14]([Cl:16])[N:13]=[C:12](Cl)[N:11]=1)[CH3:8])(=O)=O.[OH2:18]. No catalyst specified. The product is [Cl:16][C:14]1[CH:15]=[C:10]2[NH:9][C@H:7]([CH3:8])[CH2:6][N:11]2[C:12](=[O:18])[N:13]=1. The yield is 0.740. (8) The reactants are C[O:2][C:3]([C:5]1[CH:10]=[CH:9][CH:8]=[C:7]([NH:11][C:12]([C:14]2[CH:19]=[C:18]([Cl:20])[CH:17]=[CH:16][N:15]=2)=[O:13])[N:6]=1)=O.O.[NH2:22][NH2:23]. The catalyst is C(O)C. The product is [Cl:20][C:18]1[CH:17]=[CH:16][N:15]=[C:14]([C:12]([NH:11][C:7]2[CH:8]=[CH:9][CH:10]=[C:5]([C:3]([NH:22][NH2:23])=[O:2])[N:6]=2)=[O:13])[CH:19]=1. The yield is 0.920. (9) The reactants are [CH2:1]([O:4][C:5]([CH2:7][C:8]1[CH:9]=[C:10]([S:14]([N:17]=[C:18]=[O:19])(=[O:16])=[O:15])[CH:11]=[CH:12][CH:13]=1)=[O:6])[CH:2]=[CH2:3].[Cl:20][C:21]1[CH:22]=[C:23]([NH2:30])[C:24](=[CH:28][CH:29]=1)[C:25](O)=[O:26].C1N=CN(C(N2C=NC=C2)=O)C=1.O. The catalyst is C1COCC1. The product is [CH2:1]([O:4][C:5]([CH2:7][C:8]1[CH:9]=[C:10]([S:14]([N:17]2[C:25](=[O:26])[C:24]3[C:23](=[CH:22][C:21]([Cl:20])=[CH:29][CH:28]=3)[NH:30][C:18]2=[O:19])(=[O:16])=[O:15])[CH:11]=[CH:12][CH:13]=1)=[O:6])[CH:2]=[CH2:3]. The yield is 0.400. (10) The reactants are [Cl:1][C:2]1[CH:11]=[CH:10][C:9]([N+:12]([O-])=O)=[CH:8][C:3]=1[C:4]([NH:6][CH3:7])=[O:5].[Sn](Cl)Cl.[OH-].[Na+]. The catalyst is Cl. The product is [NH2:12][C:9]1[CH:10]=[CH:11][C:2]([Cl:1])=[C:3]([CH:8]=1)[C:4]([NH:6][CH3:7])=[O:5]. The yield is 0.880.